Dataset: Reaction yield outcomes from USPTO patents with 853,638 reactions. Task: Predict the reaction yield, written as a fraction of the theoretical maximum amount of product (1.0 means a 100% yield; for example, 0.34 means a 34% yield). (1) The reactants are [Mg].[Br:2][C:3]1[CH:15]=[CH:14][C:13]2[C:12]3[C:7](=[CH:8][C:9]([Br:16])=[CH:10][CH:11]=3)[C:6](=[O:17])[C:5]=2[CH:4]=1. The catalyst is C1COCC1.II. The product is [Br:2][C:3]1[CH:15]=[CH:14][C:13]2[C:12]3[C:7](=[CH:8][C:9]([Br:16])=[CH:10][CH:11]=3)[C:6]([CH2:4][CH:5]3[CH2:6][CH2:7][CH2:12][CH2:13]3)([OH:17])[C:5]=2[CH:4]=1. The yield is 0.130. (2) The reactants are [NH2:1][C:2]1[CH:7]=[CH:6][C:5]([C:8]2[CH:13]=[CH:12][C:11]([C:14]([NH:16][C:17]([CH3:23])([C:19]([O:21]C)=[O:20])[CH3:18])=[O:15])=[CH:10][CH:9]=2)=[CH:4][CH:3]=1.[CH3:24][C:25]1[CH:30]=[C:29]([CH3:31])[CH:28]=[CH:27][C:26]=1[N:32]=[C:33]=[O:34].[OH-].[Na+]. The catalyst is ClC(Cl)C. The product is [CH3:24][C:25]1[CH:30]=[C:29]([CH3:31])[CH:28]=[CH:27][C:26]=1[NH:32][C:33]([NH:1][C:2]1[CH:3]=[CH:4][C:5]([C:8]2[CH:13]=[CH:12][C:11]([C:14]([NH:16][C:17]([CH3:23])([C:19]([OH:21])=[O:20])[CH3:18])=[O:15])=[CH:10][CH:9]=2)=[CH:6][CH:7]=1)=[O:34]. The yield is 0.340.